This data is from Full USPTO retrosynthesis dataset with 1.9M reactions from patents (1976-2016). The task is: Predict the reactants needed to synthesize the given product. (1) Given the product [N:20]1([C:24]([C:26]2[CH:31]=[CH:30][C:29]([O:1][C:2]3[CH:3]=[C:4]([CH:9]=[C:10]([O:12][C@H:13]4[CH2:17][CH2:16][N:15]([CH3:18])[C:14]4=[O:19])[CH:11]=3)[C:5]([O:7][CH3:8])=[O:6])=[C:28]([Cl:33])[CH:27]=2)=[O:25])[CH2:23][CH2:22][CH2:21]1, predict the reactants needed to synthesize it. The reactants are: [OH:1][C:2]1[CH:3]=[C:4]([CH:9]=[C:10]([O:12][C@H:13]2[CH2:17][CH2:16][N:15]([CH3:18])[C:14]2=[O:19])[CH:11]=1)[C:5]([O:7][CH3:8])=[O:6].[N:20]1([C:24]([C:26]2[CH:31]=[CH:30][C:29](F)=[C:28]([Cl:33])[CH:27]=2)=[O:25])[CH2:23][CH2:22][CH2:21]1.C(=O)([O-])[O-].[K+].[K+].C[Si](C=[N+]=[N-])(C)C. (2) The reactants are: [CH2:1]([O:8][C:9]([NH:11][CH2:12][CH2:13][C:14]([OH:16])=O)=[O:10])[C:2]1[CH:7]=[CH:6][CH:5]=[CH:4][CH:3]=1.Cl.CN.O.O[N:22]1[C:26]2C=CC=CC=2N=N1.Cl.CN(C)CCCN=C=NCC.CN1CCOCC1. Given the product [CH3:26][NH:22][C:14](=[O:16])[CH2:13][CH2:12][NH:11][C:9](=[O:10])[O:8][CH2:1][C:2]1[CH:7]=[CH:6][CH:5]=[CH:4][CH:3]=1, predict the reactants needed to synthesize it. (3) The reactants are: [NH2:1][C:2]1[N:6]([CH3:7])[N:5]=[CH:4][C:3]=1[C:8]([O:10][CH2:11][CH3:12])=[O:9].[Br:13][C:14]1[CH:22]=[CH:21][C:17]([C:18](Cl)=[O:19])=[CH:16][CH:15]=1.CCN(C(C)C)C(C)C. Given the product [Br:13][C:14]1[CH:22]=[CH:21][C:17]([C:18]([NH:1][C:2]2[N:6]([CH3:7])[N:5]=[CH:4][C:3]=2[C:8]([O:10][CH2:11][CH3:12])=[O:9])=[O:19])=[CH:16][CH:15]=1, predict the reactants needed to synthesize it.